From a dataset of Catalyst prediction with 721,799 reactions and 888 catalyst types from USPTO. Predict which catalyst facilitates the given reaction. (1) Reactant: [CH3:1][NH:2][CH2:3][C:4]1[CH:9]=[CH:8][CH:7]=[CH:6][CH:5]=1.Br[C:11]1[CH:12]=[C:13]([OH:17])[CH:14]=[CH:15][CH:16]=1.C1NP2NCCN(CCN2)C1.[Li+].C[Si]([N-][Si](C)(C)C)(C)C.C1(C)C=CC=CC=1. Product: [CH2:3]([N:2]([CH3:1])[C:11]1[CH:12]=[C:13]([OH:17])[CH:14]=[CH:15][CH:16]=1)[C:4]1[CH:9]=[CH:8][CH:7]=[CH:6][CH:5]=1. The catalyst class is: 318. (2) Reactant: [CH2:1]([C@:3]12[CH2:27][CH2:26][C@:25]([C:29]([F:32])([F:31])[F:30])([OH:28])[CH2:24][C@@H:4]1[CH2:5][CH2:6][CH2:7][C:8]1[C:9]2=[CH:10][C:11]2[CH:12]=[N:13][N:14]([C:17]3[CH:22]=[CH:21][C:20]([F:23])=[CH:19][CH:18]=3)[C:15]=2[CH:16]=1)[CH3:2].[S:33](Cl)(=[O:36])(=[O:35])[NH2:34]. Product: [S:33](=[O:36])(=[O:35])([O:28][C@:25]1([C:29]([F:32])([F:31])[F:30])[CH2:24][C@@H:4]2[CH2:5][CH2:6][CH2:7][C:8]3[C:9](=[CH:10][C:11]4[CH:12]=[N:13][N:14]([C:17]5[CH:18]=[CH:19][C:20]([F:23])=[CH:21][CH:22]=5)[C:15]=4[CH:16]=3)[C@@:3]2([CH2:1][CH3:2])[CH2:27][CH2:26]1)[NH2:34]. The catalyst class is: 80. (3) Reactant: [OH-].[Na+].C[O:4][C:5](=[O:29])[CH2:6][C:7]1[C:15]2[C:10](=[N:11][CH:12]=[CH:13][CH:14]=2)[N:9]([CH2:16][C:17]2[CH:22]=[CH:21][C:20]([S:23]([CH3:26])(=[O:25])=[O:24])=[CH:19][C:18]=2[Cl:27])[C:8]=1[CH3:28]. Product: [Cl:27][C:18]1[CH:19]=[C:20]([S:23]([CH3:26])(=[O:24])=[O:25])[CH:21]=[CH:22][C:17]=1[CH2:16][N:9]1[C:10]2=[N:11][CH:12]=[CH:13][CH:14]=[C:15]2[C:7]([CH2:6][C:5]([OH:29])=[O:4])=[C:8]1[CH3:28]. The catalyst class is: 36.